From a dataset of Reaction yield outcomes from USPTO patents with 853,638 reactions. Predict the reaction yield, written as a fraction of the theoretical maximum amount of product (1.0 means a 100% yield; for example, 0.34 means a 34% yield). (1) The reactants are C(OC([N:8]1[CH2:12][CH2:11][CH:10]([C:13]2[CH:18]=[CH:17][C:16]([NH:19][C:20]([O:22][C:23]3[CH:28]=[CH:27][CH:26]=[CH:25][CH:24]=3)=[O:21])=[CH:15][CH:14]=2)[CH2:9]1)=O)(C)(C)C.[ClH:29]. The catalyst is C1COCC1.O1CCOCC1.C(OCC)C. The product is [ClH:29].[C:23]1([O:22][C:20](=[O:21])[NH:19][C:16]2[CH:17]=[CH:18][C:13]([CH:10]3[CH2:11][CH2:12][NH:8][CH2:9]3)=[CH:14][CH:15]=2)[CH:28]=[CH:27][CH:26]=[CH:25][CH:24]=1. The yield is 0.680. (2) The reactants are [CH2:1]([NH:8][C:9]([C:11]1[S:15][C:14]([C:16]2[CH:21]=[N:20][CH:19]=[C:18](/[CH:22]=[CH:23]/[C:24]3[CH:29]=[CH:28][CH:27]=[CH:26][CH:25]=3)[N:17]=2)=[N:13][C:12]=1[CH3:30])=[O:10])[C:2]1[CH:7]=[CH:6][CH:5]=[CH:4][CH:3]=1. The catalyst is C(OCC)(=O)C.[Pd]. The product is [CH2:1]([NH:8][C:9]([C:11]1[S:15][C:14]([C:16]2[CH:21]=[N:20][CH:19]=[C:18]([CH2:22][CH2:23][C:24]3[CH:29]=[CH:28][CH:27]=[CH:26][CH:25]=3)[N:17]=2)=[N:13][C:12]=1[CH3:30])=[O:10])[C:2]1[CH:3]=[CH:4][CH:5]=[CH:6][CH:7]=1. The yield is 0.560. (3) The reactants are [Cl:1][C:2]1[CH:7]=[C:6](Cl)[N:5]2[N:9]=[C:10]([CH3:13])[C:11]([CH3:12])=[C:4]2[N:3]=1. The catalyst is C(O)(=O)C.O.[Zn]. The product is [Cl:1][C:2]1[CH:7]=[CH:6][N:5]2[N:9]=[C:10]([CH3:13])[C:11]([CH3:12])=[C:4]2[N:3]=1. The yield is 0.760. (4) The reactants are Br[C:2]1[CH:15]=[N:14][C:5]2[NH:6][C:7]3[CH2:8][CH2:9][CH2:10][C:11](=[O:13])[C:12]=3[C:4]=2[CH:3]=1.[C:16]1(B(O)O)[CH:21]=[CH:20][CH:19]=[CH:18][CH:17]=1.C(=O)([O-])[O-].[Na+].[Na+].Cl. The catalyst is O1CCCC1.O.C(O)C.C1(C)C=CC=CC=1. The product is [C:16]1([C:2]2[CH:15]=[N:14][C:5]3[NH:6][C:7]4[CH2:8][CH2:9][CH2:10][C:11](=[O:13])[C:12]=4[C:4]=3[CH:3]=2)[CH:21]=[CH:20][CH:19]=[CH:18][CH:17]=1. The yield is 0.750. (5) The reactants are [C:1]([C:5]1[CH:10]=[C:9]([Br:11])[C:8]([N+:12]([O-:14])=[O:13])=[CH:7][C:6]=1[OH:15])([CH3:4])([CH3:3])[CH3:2].C([O-])([O-])=O.[Cs+].[Cs+].[CH2:22](Br)[C:23]1[CH:28]=[CH:27][CH:26]=[CH:25][CH:24]=1. The catalyst is CN(C=O)C.O. The product is [C:1]([C:5]1[CH:10]=[C:9]([Br:11])[C:8]([N+:12]([O-:14])=[O:13])=[CH:7][C:6]=1[O:15][CH2:22][C:23]1[CH:28]=[CH:27][CH:26]=[CH:25][CH:24]=1)([CH3:4])([CH3:2])[CH3:3]. The yield is 0.940. (6) The reactants are [CH2:1]([O:3][C:4](=[O:31])[C:5]([O:8][C:9]1[CH:14]=[CH:13][C:12]([O:15][CH2:16][CH2:17][C:18]2[N:19]=[C:20]([C:24]3[CH:29]=[CH:28][C:27]([OH:30])=[CH:26][CH:25]=3)[O:21][C:22]=2[CH3:23])=[CH:11][CH:10]=1)([CH3:7])[CH3:6])[CH3:2].[CH3:32]I.[OH-].[Na+]. The catalyst is [Br-].C([N+](CCCC)(CCCC)CCCC)CCC.C(Cl)Cl. The product is [CH2:1]([O:3][C:4](=[O:31])[C:5]([O:8][C:9]1[CH:10]=[CH:11][C:12]([O:15][CH2:16][CH2:17][C:18]2[N:19]=[C:20]([C:24]3[CH:29]=[CH:28][C:27]([O:30][CH3:32])=[CH:26][CH:25]=3)[O:21][C:22]=2[CH3:23])=[CH:13][CH:14]=1)([CH3:7])[CH3:6])[CH3:2]. The yield is 0.250.